Predict the reaction yield, written as a fraction of the theoretical maximum amount of product (1.0 means a 100% yield; for example, 0.34 means a 34% yield). From a dataset of Reaction yield outcomes from USPTO patents with 853,638 reactions. (1) The reactants are B1(B2[CH:6]3[CH2:7][CH2:8][CH2:9][CH:2]2[CH2:3][CH2:4][CH2:5]3)[CH:6]2[CH2:7][CH2:8][CH2:9][CH:2]1[CH2:3][CH2:4][CH2:5]2.C=CCCCCCC.P([O-])([O-])([O-])=O.[K+].[K+].[K+].[CH2:35]([NH:39][C:40]1[N:45]=[C:44]([C:46]2[C:47]([C:56]3[CH:61]=[CH:60][C:59]([F:62])=[CH:58][CH:57]=3)=[N:48][N:49]3[C:54](Cl)=[CH:53][CH:52]=[CH:51][C:50]=23)[CH:43]=[CH:42][N:41]=1)[CH2:36][CH2:37][CH3:38].B. The catalyst is CN(C)C=O.C(OCC)(=O)C.C1C=CC(P(C2C=CC=CC=2)[C-]2C=CC=C2)=CC=1.C1C=CC(P(C2C=CC=CC=2)[C-]2C=CC=C2)=CC=1.Cl[Pd]Cl.[Fe+2].O1CCCC1. The product is [CH2:35]([NH:39][C:40]1[N:45]=[C:44]([C:46]2[C:47]([C:56]3[CH:61]=[CH:60][C:59]([F:62])=[CH:58][CH:57]=3)=[N:48][N:49]3[C:54]([CH2:8][CH2:9][CH2:2][CH2:3][CH2:4][CH2:5][CH2:6][CH3:7])=[CH:53][CH:52]=[CH:51][C:50]=23)[CH:43]=[CH:42][N:41]=1)[CH2:36][CH2:37][CH3:38]. The yield is 0.0800. (2) The reactants are P(Br)(Br)[Br:2].[CH2:5]([O:17][C:18]1[CH:25]=[CH:24][C:21]([CH2:22]O)=[CH:20][CH:19]=1)[CH2:6][CH2:7][CH2:8][CH2:9][CH2:10][CH2:11][CH2:12][CH2:13][CH2:14][CH2:15][CH3:16].O. The catalyst is C(Cl)Cl. The product is [CH2:5]([O:17][C:18]1[CH:25]=[CH:24][C:21]([CH2:22][Br:2])=[CH:20][CH:19]=1)[CH2:6][CH2:7][CH2:8][CH2:9][CH2:10][CH2:11][CH2:12][CH2:13][CH2:14][CH2:15][CH3:16]. The yield is 0.900.